Dataset: Reaction yield outcomes from USPTO patents with 853,638 reactions. Task: Predict the reaction yield, written as a fraction of the theoretical maximum amount of product (1.0 means a 100% yield; for example, 0.34 means a 34% yield). (1) The reactants are [CH3:1][N:2]([C:11]([C:13]1[CH:18]=[CH:17][C:16]([C:19]2[CH:24]=[CH:23][C:22]([N+:25]([O-])=O)=[CH:21][CH:20]=2)=[CH:15][CH:14]=1)=[O:12])[C@H:3]([C:7]([O:9][CH3:10])=[O:8])[CH:4]([CH3:6])[CH3:5].Cl. The catalyst is C(O)C.[Fe]. The product is [NH2:25][C:22]1[CH:21]=[CH:20][C:19]([C:16]2[CH:17]=[CH:18][C:13]([C:11]([N:2]([CH3:1])[C@H:3]([C:7]([O:9][CH3:10])=[O:8])[CH:4]([CH3:6])[CH3:5])=[O:12])=[CH:14][CH:15]=2)=[CH:24][CH:23]=1. The yield is 0.760. (2) The reactants are [H-].[Na+].[F:3][C:4]([F:38])([F:37])[C:5]1[CH:6]=[C:7]([CH:30]=[C:31]([C:33]([F:36])([F:35])[F:34])[CH:32]=1)[CH2:8][NH:9][CH2:10][C:11]1[C:12]([N:21]([CH2:24][CH:25]2[CH2:29][CH2:28][CH2:27][CH2:26]2)[CH2:22][CH3:23])=[N:13][C:14]2[C:19]([CH:20]=1)=[CH:18][CH:17]=[CH:16][CH:15]=2.[C:39](=[S:41])=[S:40].[CH3:42]I. The catalyst is C1COCC1.O. The product is [CH3:42][S:40][C:39](=[S:41])[N:9]([CH2:8][C:7]1[CH:30]=[C:31]([C:33]([F:36])([F:35])[F:34])[CH:32]=[C:5]([C:4]([F:37])([F:3])[F:38])[CH:6]=1)[CH2:10][C:11]1[C:12]([N:21]([CH2:24][CH:25]2[CH2:29][CH2:28][CH2:27][CH2:26]2)[CH2:22][CH3:23])=[N:13][C:14]2[C:19]([CH:20]=1)=[CH:18][CH:17]=[CH:16][CH:15]=2. The yield is 0.870. (3) The reactants are [Si](O[C:9]1[C:10](=[O:28])[N:11]([CH2:21][CH:22]([O:24][CH2:25][O:26][CH3:27])[CH3:23])[C:12]2[C:17]([N:18]=1)=[CH:16][CH:15]=[C:14]([O:19][CH3:20])[CH:13]=2)(C(C)(C)C)(C)C.[F-].C([N+](CCCC)(CCCC)CCCC)CCC.[O:47]1CCCC1. The catalyst is ClCCl. The product is [OH:47][CH2:23][CH:22]([O:24][CH2:25][O:26][CH3:27])[CH2:21][N:11]1[C:12]2[C:17](=[CH:16][CH:15]=[C:14]([O:19][CH3:20])[CH:13]=2)[N:18]=[CH:9][C:10]1=[O:28]. The yield is 0.800. (4) The reactants are [CH2:1]([C:3]1([CH2:15][CH3:16])[O:7][B:6]([OH:8])[C:5]2[CH:9]=[CH:10][C:11]([CH:13]=O)=[CH:12][C:4]1=2)[CH3:2].[NH2:17][OH:18].Cl.CC([O-])=O.[Na+].CC(=O)OCC. The catalyst is C1COCC1.O. The product is [CH2:1]([C:3]1([CH2:15][CH3:16])[O:7][B:6]([OH:8])[C:5]2[CH:9]=[CH:10][C:11]([CH:13]=[N:17][OH:18])=[CH:12][C:4]1=2)[CH3:2]. The yield is 0.510. (5) The reactants are [Br:1][C:2]1[S:3][CH:4]=[CH:5][C:6]=1[C:7]([OH:9])=[O:8].[C:10]1([CH3:20])[CH:15]=CC(S(Cl)(=O)=O)=C[CH:11]=1.C(O)(C)(C)C. The catalyst is N1C=CC=CC=1. The product is [C:10]([O:8][C:7]([C:6]1[CH:5]=[CH:4][S:3][C:2]=1[Br:1])=[O:9])([CH3:20])([CH3:15])[CH3:11]. The yield is 0.960.